This data is from Catalyst prediction with 721,799 reactions and 888 catalyst types from USPTO. The task is: Predict which catalyst facilitates the given reaction. Reactant: C[O:2][C:3](=[O:30])[C:4]1[CH:9]=[CH:8][C:7]([CH2:10][O:11][C:12]2[C:17]([C:18]#[N:19])=[C:16]([C:20]3[CH:24]=[CH:23][O:22][CH:21]=3)[CH:15]=[C:14]([C:25]3[S:26][CH:27]=[CH:28][CH:29]=3)[N:13]=2)=[CH:6][CH:5]=1.[OH-].[Li+].Cl. Product: [C:18]([C:17]1[C:12]([O:11][CH2:10][C:7]2[CH:8]=[CH:9][C:4]([C:3]([OH:30])=[O:2])=[CH:5][CH:6]=2)=[N:13][C:14]([C:25]2[S:26][CH:27]=[CH:28][CH:29]=2)=[CH:15][C:16]=1[C:20]1[CH:24]=[CH:23][O:22][CH:21]=1)#[N:19]. The catalyst class is: 20.